From a dataset of Catalyst prediction with 721,799 reactions and 888 catalyst types from USPTO. Predict which catalyst facilitates the given reaction. (1) Reactant: [F:1][C:2]([F:26])([F:25])[C:3]1[CH:24]=[CH:23][C:6]([CH2:7][O:8][N:9]=[C:10]([C:12]2[CH:13]=[CH:14][C:15]([O:18][CH2:19][C:20]([NH2:22])=O)=[N:16][CH:17]=2)[CH3:11])=[CH:5][CH:4]=1.C(Cl)(=O)C(Cl)=O.C(N(CC)CC)C.O. Product: [F:26][C:2]([F:1])([F:25])[C:3]1[CH:24]=[CH:23][C:6]([CH2:7][O:8][N:9]=[C:10]([C:12]2[CH:13]=[CH:14][C:15]([O:18][CH2:19][C:20]#[N:22])=[N:16][CH:17]=2)[CH3:11])=[CH:5][CH:4]=1. The catalyst class is: 764. (2) Reactant: [Br:1][C:2]1[CH:3]=[C:4]2[C:9](=[CH:10][C:11]=1[O:12]C)[CH2:8][N:7]([C:14](=[O:19])[C:15]([F:18])([F:17])[F:16])[CH2:6][CH2:5]2.B(Br)(Br)Br. Product: [Br:1][C:2]1[CH:3]=[C:4]2[C:9](=[CH:10][C:11]=1[OH:12])[CH2:8][N:7]([C:14](=[O:19])[C:15]([F:16])([F:18])[F:17])[CH2:6][CH2:5]2. The catalyst class is: 2. (3) Reactant: [CH3:1][O:2][C:3]1[CH:41]=[C:40]([O:42][CH3:43])[CH:39]=[CH:38][C:4]=1[CH2:5][NH:6][C:7]1[N:16]2[N:17]=[C:18]([CH:20]3[CH2:25][CH2:24][CH2:23][N:22](C(OC(C)(C)C)=O)[CH2:21]3)[N:19]=[C:15]2[C:14]2[C:9](=[C:10]3[O:35][C:34]([F:37])([F:36])[O:33][C:11]3=[CH:12][CH:13]=2)[N:8]=1.FC(F)(F)C(O)=O. Product: [CH3:1][O:2][C:3]1[CH:41]=[C:40]([O:42][CH3:43])[CH:39]=[CH:38][C:4]=1[CH2:5][NH:6][C:7]1[N:16]2[N:17]=[C:18]([CH:20]3[CH2:25][CH2:24][CH2:23][NH:22][CH2:21]3)[N:19]=[C:15]2[C:14]2[C:9](=[C:10]3[O:35][C:34]([F:36])([F:37])[O:33][C:11]3=[CH:12][CH:13]=2)[N:8]=1. The catalyst class is: 4.